From a dataset of Forward reaction prediction with 1.9M reactions from USPTO patents (1976-2016). Predict the product of the given reaction. (1) Given the reactants C1COCC1.[N:6]([CH2:9][CH2:10][O:11][CH2:12][CH2:13][O:14][CH2:15][CH2:16][C:17]12[CH2:26][CH:21]3[CH2:22][CH:23]([CH2:25][CH:19]([CH2:20]3)[CH2:18]1)[CH2:24]2)=[N+]=[N-].C1(P(C2C=CC=CC=2)C2C=CC=CC=2)C=CC=CC=1, predict the reaction product. The product is: [C:17]12([CH2:16][CH2:15][O:14][CH2:13][CH2:12][O:11][CH2:10][CH2:9][NH2:6])[CH2:26][CH:21]3[CH2:20][CH:19]([CH2:25][CH:23]([CH2:22]3)[CH2:24]1)[CH2:18]2. (2) Given the reactants C[O:2][C:3]1[CH:8]=[C:7]([O:9]C)[CH:6]=[CH:5][C:4]=1[C:11]([C:13]1[CH:18]=[CH:17][C:16]([N+:19]([O-:21])=[O:20])=[CH:15][C:14]=1[O:22]C)=[O:12].B(Br)(Br)Br.CCCCCC.CCOC(C)=O, predict the reaction product. The product is: [OH:2][C:3]1[CH:8]=[C:7]([OH:9])[CH:6]=[CH:5][C:4]=1[C:11]([C:13]1[CH:18]=[CH:17][C:16]([N+:19]([O-:21])=[O:20])=[CH:15][C:14]=1[OH:22])=[O:12]. (3) Given the reactants [CH3:1][O:2][C:3]1[CH:41]=[CH:40][CH:39]=[CH:38][C:4]=1[CH2:5][NH:6][C:7]([C:9]1[N:13]([C:14]2[N:19]=[C:18]([CH2:20][NH:21][C:22](=[O:33])[C@@H:23]([NH:25]C(=O)OC(C)(C)C)[CH3:24])[CH:17]=[CH:16][CH:15]=2)[N:12]=[C:11]([C:34]([F:37])([F:36])[F:35])[CH:10]=1)=[O:8].FC(F)(F)C(O)=O, predict the reaction product. The product is: [NH2:25][C@@H:23]([CH3:24])[C:22]([NH:21][CH2:20][C:18]1[N:19]=[C:14]([N:13]2[C:9]([C:7]([NH:6][CH2:5][C:4]3[CH:38]=[CH:39][CH:40]=[CH:41][C:3]=3[O:2][CH3:1])=[O:8])=[CH:10][C:11]([C:34]([F:35])([F:37])[F:36])=[N:12]2)[CH:15]=[CH:16][CH:17]=1)=[O:33]. (4) Given the reactants [CH2:1]([O:3][C:4](=[O:41])[CH2:5][CH2:6][CH2:7][O:8][C:9]1[CH:14]=[CH:13][CH:12]=[C:11]([CH2:15][CH2:16][CH2:17][CH2:18][CH2:19][CH2:20][O:21][C:22]2[CH:27]=[C:26]([C:28]3[CH:32]=[CH:31][S:30][CH:29]=3)[CH:25]=[C:24](I)[CH:23]=2)[C:10]=1[CH2:34][CH2:35][C:36]([O:38][CH2:39][CH3:40])=[O:37])[CH3:2].[O:42]1[C:46]2[CH:47]=[CH:48][C:49](B(O)O)=[CH:50][C:45]=2[O:44][CH2:43]1.C(=O)([O-])[O-].[Na+].[Na+], predict the reaction product. The product is: [CH2:1]([O:3][C:4](=[O:41])[CH2:5][CH2:6][CH2:7][O:8][C:9]1[CH:14]=[CH:13][CH:12]=[C:11]([CH2:15][CH2:16][CH2:17][CH2:18][CH2:19][CH2:20][O:21][C:22]2[CH:27]=[C:26]([C:28]3[CH:32]=[CH:31][S:30][CH:29]=3)[CH:25]=[C:24]([C:49]3[CH:48]=[CH:47][C:46]4[O:42][CH2:43][O:44][C:45]=4[CH:50]=3)[CH:23]=2)[C:10]=1[CH2:34][CH2:35][C:36]([O:38][CH2:39][CH3:40])=[O:37])[CH3:2]. (5) Given the reactants [CH3:1][N:2]1[CH:6]=[C:5]([C:7]2[CH:8]=[C:9]3[C:14](=[CH:15][CH:16]=2)[N:13]([C:17]2[C:21]4[CH2:22][N:23]([C:26](=[O:28])[CH3:27])[CH2:24][CH2:25][C:20]=4[NH:19][N:18]=2)[CH2:12][CH2:11][CH2:10]3)[CH:4]=[N:3]1.CS(O[CH:34]1[CH2:39][CH2:38][N:37]([C:40](=[O:42])[CH3:41])[CH2:36][CH2:35]1)(=O)=O.C([O-])([O-])=O.[Cs+].[Cs+], predict the reaction product. The product is: [C:26]([N:23]1[CH2:24][CH2:25][C:20]2[N:19]([CH:34]3[CH2:39][CH2:38][N:37]([C:40](=[O:42])[CH3:41])[CH2:36][CH2:35]3)[N:18]=[C:17]([N:13]3[C:14]4[C:9](=[CH:8][C:7]([C:5]5[CH:4]=[N:3][N:2]([CH3:1])[CH:6]=5)=[CH:16][CH:15]=4)[CH2:10][CH2:11][CH2:12]3)[C:21]=2[CH2:22]1)(=[O:28])[CH3:27]. (6) Given the reactants [CH3:1][N:2]1[CH:6]=[C:5]([C:7]([O:9][CH3:10])=[O:8])[C:4]([CH3:11])=[N:3]1.[Li]CCCC.[I:17]I, predict the reaction product. The product is: [I:17][C:6]1[N:2]([CH3:1])[N:3]=[C:4]([CH3:11])[C:5]=1[C:7]([O:9][CH3:10])=[O:8].